From a dataset of TCR-epitope binding with 47,182 pairs between 192 epitopes and 23,139 TCRs. Binary Classification. Given a T-cell receptor sequence (or CDR3 region) and an epitope sequence, predict whether binding occurs between them. (1) The epitope is TEKSNIIRGW. The TCR CDR3 sequence is CASSLGYNEQFF. Result: 0 (the TCR does not bind to the epitope). (2) The epitope is EHPTFTSQYRIQGKL. The TCR CDR3 sequence is CSAPDRDTEAFF. Result: 0 (the TCR does not bind to the epitope). (3) The epitope is ISPRTLNAW. The TCR CDR3 sequence is CASSQVGGDEQFF. Result: 0 (the TCR does not bind to the epitope). (4) The epitope is KMQRMLLEK. The TCR CDR3 sequence is CASSLTGYNEQFF. Result: 1 (the TCR binds to the epitope).